From a dataset of Peptide-MHC class II binding affinity with 134,281 pairs from IEDB. Regression. Given a peptide amino acid sequence and an MHC pseudo amino acid sequence, predict their binding affinity value. This is MHC class II binding data. (1) The peptide sequence is NRQILDNAAKYVEHD. The MHC is HLA-DQA10301-DQB10302 with pseudo-sequence HLA-DQA10301-DQB10302. The binding affinity (normalized) is 0.180. (2) The binding affinity (normalized) is 0.464. The peptide sequence is VDPTDYFRNEQSIPP. The MHC is DRB3_0101 with pseudo-sequence DRB3_0101. (3) The peptide sequence is INEPTAAANAYGLDR. The binding affinity (normalized) is 0.551. The MHC is HLA-DQA10501-DQB10301 with pseudo-sequence YNYHQRXFATVLHSLYFAYTYYDVRTETVHLETT. (4) The peptide sequence is ATTANVPPADKYKTF. The MHC is HLA-DPA10201-DPB11401 with pseudo-sequence HLA-DPA10201-DPB11401. The binding affinity (normalized) is 0. (5) The peptide sequence is IRDGLQYGWKTWGKN. The MHC is HLA-DQA10501-DQB10303 with pseudo-sequence HLA-DQA10501-DQB10303. The binding affinity (normalized) is 0. (6) The peptide sequence is ELQAAISKLGINYLIDTT. The MHC is DRB1_0101 with pseudo-sequence DRB1_0101. The binding affinity (normalized) is 0.380.